Dataset: Forward reaction prediction with 1.9M reactions from USPTO patents (1976-2016). Task: Predict the product of the given reaction. (1) Given the reactants [C:1]([O:5][C:6]([N:8]1[C@@H:13]([C@@H:14]([OH:28])[C@@H:15]([N+:25]([O-])=O)[CH2:16][C:17]2[CH:22]=[C:21]([F:23])[CH:20]=[C:19]([Cl:24])[CH:18]=2)[CH2:12][O:11][C@@H:10]([O:29][CH2:30][C:31]([CH3:34])([CH3:33])[CH3:32])[CH2:9]1)=[O:7])([CH3:4])([CH3:3])[CH3:2].[BH4-].[Na+], predict the reaction product. The product is: [C:1]([O:5][C:6]([N:8]1[C@@H:13]([C@@H:14]([OH:28])[C@@H:15]([NH2:25])[CH2:16][C:17]2[CH:22]=[C:21]([F:23])[CH:20]=[C:19]([Cl:24])[CH:18]=2)[CH2:12][O:11][C@@H:10]([O:29][CH2:30][C:31]([CH3:34])([CH3:33])[CH3:32])[CH2:9]1)=[O:7])([CH3:2])([CH3:4])[CH3:3]. (2) Given the reactants [Cl:1][C:2]1[N:3]=[CH:4][C:5]([C:10]([OH:12])=O)=[N:6][C:7]=1[CH2:8][CH3:9].C(N(CC)CC)C.C(N=C=NCCCN(C)C)C.ON1C2C=CC=CC=2N=N1.Cl.[CH3:42][C:43]1[S:44][C:45]([CH2:48][NH2:49])=[CH:46][N:47]=1, predict the reaction product. The product is: [Cl:1][C:2]1[N:3]=[CH:4][C:5]([C:10]([NH:49][CH2:48][C:45]2[S:44][C:43]([CH3:42])=[N:47][CH:46]=2)=[O:12])=[N:6][C:7]=1[CH2:8][CH3:9]. (3) Given the reactants C(Cl)Cl.C(O)(=O)C.[C:8]([C:11]1[CH:16]=[CH:15][C:14]([C:17]2[C:18]([CH3:32])=[CH:19][C:20]([O:23][CH2:24][C:25]([CH3:31])([CH3:30])[C:26]([O:28]C)=[O:27])=[N:21][CH:22]=2)=[CH:13][C:12]=1[F:33])(=[NH:10])[NH2:9].Br[CH2:35][C:36]([C:38]1([C:41]([F:44])([F:43])[F:42])[CH2:40][CH2:39]1)=O.C(=O)([O-])[O-].[K+].[K+], predict the reaction product. The product is: [F:33][C:12]1[CH:13]=[C:14]([C:17]2[C:18]([CH3:32])=[CH:19][C:20]([O:23][CH2:24][C:25]([CH3:30])([CH3:31])[C:26]([OH:28])=[O:27])=[N:21][CH:22]=2)[CH:15]=[CH:16][C:11]=1[C:8]1[NH:10][C:36]([C:38]2([C:41]([F:44])([F:43])[F:42])[CH2:40][CH2:39]2)=[CH:35][N:9]=1. (4) Given the reactants [CH3:1][O:2][C@H:3]([CH3:6])[CH2:4][OH:5].[CH3:7]CN(CC)CC.[C:14]1(C)[C:15]([S:20](Cl)(=[O:22])=[O:21])=[CH:16][CH:17]=[CH:18][CH:19]=1, predict the reaction product. The product is: [CH3:7][C:18]1[CH:19]=[CH:14][C:15]([S:20]([O:5][CH2:4][C@H:3]([O:2][CH3:1])[CH3:6])(=[O:21])=[O:22])=[CH:16][CH:17]=1.